From a dataset of Reaction yield outcomes from USPTO patents with 853,638 reactions. Predict the reaction yield, written as a fraction of the theoretical maximum amount of product (1.0 means a 100% yield; for example, 0.34 means a 34% yield). (1) The reactants are [CH2:1]([S:3]([N:6]1[CH2:9][C:8]([CH2:32][C:33]#[N:34])([N:10]2[CH:14]=[C:13]([C:15]3[C:16]4[CH:23]=[CH:22][N:21](COCC[Si](C)(C)C)[C:17]=4[N:18]=[CH:19][N:20]=3)[CH:12]=[N:11]2)[CH2:7]1)(=[O:5])=[O:4])[CH3:2].[F:35][C:36]([F:41])([F:40])[C:37]([OH:39])=[O:38]. The product is [F:35][C:36]([F:41])([F:40])[C:37]([OH:39])=[O:38].[CH2:1]([S:3]([N:6]1[CH2:9][C:8]([CH2:32][C:33]#[N:34])([N:10]2[CH:14]=[C:13]([C:15]3[C:16]4[CH:23]=[CH:22][NH:21][C:17]=4[N:18]=[CH:19][N:20]=3)[CH:12]=[N:11]2)[CH2:7]1)(=[O:4])=[O:5])[CH3:2]. The catalyst is C(Cl)Cl. The yield is 0.470. (2) The reactants are [F:1][C:2]1[CH:7]=[CH:6][CH:5]=[C:4]([F:8])[C:3]=1[N:9]1[C:14]2[N:15]=[C:16](S(C)(=O)=O)[N:17]=[C:18]([C:19]3[CH:24]=[CH:23][C:22]([F:25])=[CH:21][C:20]=3[CH3:26])[C:13]=2[CH:12]=[CH:11][C:10]1=[O:31].[NH2:32][CH2:33][CH2:34][C:35]#[N:36]. No catalyst specified. The product is [F:1][C:2]1[CH:7]=[CH:6][CH:5]=[C:4]([F:8])[C:3]=1[N:9]1[C:14]2[N:15]=[C:16]([NH:36][CH2:35][CH2:34][C:33]#[N:32])[N:17]=[C:18]([C:19]3[CH:24]=[CH:23][C:22]([F:25])=[CH:21][C:20]=3[CH3:26])[C:13]=2[CH:12]=[CH:11][C:10]1=[O:31]. The yield is 0.550. (3) The product is [OH:1][CH2:2][C:3]1[NH:4][C:5]([C:12]2[CH:13]=[C:14]([CH:19]=[CH:20][C:21]=2[CH3:22])[C:15]([OH:17])=[O:16])=[C:6]([C:8]([F:9])([F:11])[F:10])[N:7]=1. The reactants are [OH:1][CH2:2][C:3]1[NH:4][C:5]([C:12]2[CH:13]=[C:14]([CH:19]=[CH:20][C:21]=2[CH3:22])[C:15]([O:17]C)=[O:16])=[C:6]([C:8]([F:11])([F:10])[F:9])[N:7]=1. The catalyst is Br. The yield is 0.520. (4) The reactants are [F:1][CH:2]([F:25])[C:3]1[CH:24]=[CH:23][C:6]([O:7][C:8]2[C:13]3[CH:14]=[C:15]([CH3:17])[O:16][C:12]=3[CH:11]=[C:10]([C:18]([O:20][CH2:21][CH3:22])=[O:19])[CH:9]=2)=[CH:5][CH:4]=1.C1C(=O)N([Br:33])C(=O)C1.C(OOC(=O)C1C=CC=CC=1)(=O)C1C=CC=CC=1. The catalyst is C(Cl)(Cl)Cl. The product is [Br:33][CH2:17][C:15]1[O:16][C:12]2[CH:11]=[C:10]([C:18]([O:20][CH2:21][CH3:22])=[O:19])[CH:9]=[C:8]([O:7][C:6]3[CH:5]=[CH:4][C:3]([CH:2]([F:1])[F:25])=[CH:24][CH:23]=3)[C:13]=2[CH:14]=1. The yield is 0.510. (5) The reactants are [CH2:1]([N:3]1[CH2:8][CH2:7][N:6]2[N:9]=[C:10]([NH:12][C:13]3[C:18](=[O:19])[N:17]([CH3:20])[CH:16]=[C:15]([C:21]4[C:26]([CH:27]=[O:28])=[C:25]([N:29]5[CH2:41][CH2:40][C:39]6[N:38]7[C:33]([CH2:34][CH2:35][CH2:36][CH2:37]7)=[CH:32][C:31]=6[C:30]5=[O:42])[N:24]=[CH:23][CH:22]=4)[CH:14]=3)[CH:11]=[C:5]2[CH2:4]1)[CH3:2].[BH4-].[Na+]. The catalyst is CO. The product is [CH2:1]([N:3]1[CH2:8][CH2:7][N:6]2[N:9]=[C:10]([NH:12][C:13]3[C:18](=[O:19])[N:17]([CH3:20])[CH:16]=[C:15]([C:21]4[CH:22]=[CH:23][N:24]=[C:25]([N:29]5[CH2:41][CH2:40][C:39]6[N:38]7[C:33]([CH2:34][CH2:35][CH2:36][CH2:37]7)=[CH:32][C:31]=6[C:30]5=[O:42])[C:26]=4[CH2:27][OH:28])[CH:14]=3)[CH:11]=[C:5]2[CH2:4]1)[CH3:2]. The yield is 0.0900. (6) The product is [CH:1]1([C:7]2[C:15]3[CH:14]=[CH:13][C:12]([C:16]([OH:18])=[O:17])=[CH:11][C:10]=3[N:9]3[CH2:20][CH2:21][CH2:22][N:23]4[CH:27]=[CH:26][CH:25]=[C:24]4[C:8]=23)[CH2:6][CH2:5][CH2:4][CH2:3][CH2:2]1. The yield is 0.850. The reactants are [CH:1]1([C:7]2[C:15]3[CH:14]=[CH:13][C:12]([C:16]([O:18]C)=[O:17])=[CH:11][C:10]=3[N:9]3[CH2:20][CH2:21][CH2:22][N:23]4[CH:27]=[CH:26][CH:25]=[C:24]4[C:8]=23)[CH2:6][CH2:5][CH2:4][CH2:3][CH2:2]1.[OH-].[Na+].Cl.O. The catalyst is O1CCCC1.CO. (7) The reactants are [C:1]([C:5]1[CH:23]=[C:8]2[N:9]=[C:10]([CH3:22])[C:11]([CH:14]([CH2:19][CH2:20][CH3:21])[C:15]([O:17][CH3:18])=[O:16])=[C:12](Cl)[N:7]2[N:6]=1)([CH3:4])([CH3:3])[CH3:2].C(N([CH:30]([CH3:32])[CH3:31])CC)(C)C.CO[CH2:35][CH2:36]OC.O. No catalyst specified. The product is [C:1]([C:5]1[CH:23]=[C:8]2[N:9]=[C:10]([CH3:22])[C:11]([CH:14]([CH2:19][CH2:20][CH3:21])[C:15]([O:17][CH3:18])=[O:16])=[C:12]([C:36]3[CH:35]=[CH:23][C:5]([CH:30]([CH3:31])[CH3:32])=[CH:1][CH:2]=3)[N:7]2[N:6]=1)([CH3:4])([CH3:3])[CH3:2]. The yield is 0.700. (8) The reactants are [CH3:1][C:2]1[CH:3]=[C:4]([C:9]2[CH:14]=[C:13]([CH3:15])[CH:12]=[CH:11][N:10]=2)[N+:5]([O-])=[CH:6][CH:7]=1.C[Si]([C:20]#[N:21])(C)C.CN(C)C(Cl)=O. The catalyst is [N+](CC)([O-])=O. The product is [C:20]([C:11]1[N:10]=[C:9]([C:4]2[CH:3]=[C:2]([CH3:1])[CH:7]=[CH:6][N:5]=2)[CH:14]=[C:13]([CH3:15])[CH:12]=1)#[N:21]. The yield is 0.870. (9) The reactants are [Cl:1][C:2]1[CH:7]=[CH:6][N:5]=[C:4]2[NH:8][C:9]([C:11]3[CH:16]=[CH:15][C:14]([C:17]([N:19]4[CH2:24][CH2:23][N:22]([CH3:25])[CH2:21][CH2:20]4)=[O:18])=[CH:13][CH:12]=3)=[N:10][C:3]=12.[N:26]1[CH:31]=[CH:30][CH:29]=[C:28](B(O)O)[CH:27]=1. No catalyst specified. The product is [ClH:1].[CH3:25][N:22]1[CH2:23][CH2:24][N:19]([C:17]([C:14]2[CH:15]=[CH:16][C:11]([C:9]3[NH:8][C:4]4=[N:5][CH:6]=[CH:7][C:2]([C:28]5[CH:27]=[N:26][CH:31]=[CH:30][CH:29]=5)=[C:3]4[N:10]=3)=[CH:12][CH:13]=2)=[O:18])[CH2:20][CH2:21]1. The yield is 0.260.